Dataset: Forward reaction prediction with 1.9M reactions from USPTO patents (1976-2016). Task: Predict the product of the given reaction. (1) Given the reactants Cl[CH2:2][C:3]1[N:7]([C:8]2[CH:13]=[CH:12][CH:11]=[C:10]([C:14]([F:17])([F:16])[F:15])[CH:9]=2)[N:6]=[N:5][N:4]=1.[CH3:18][C:19]1([CH3:32])[CH2:24][NH:23][CH2:22][CH2:21][N:20]1[C:25]([O:27][C:28]([CH3:31])([CH3:30])[CH3:29])=[O:26].C(N(CC)CC)C, predict the reaction product. The product is: [CH3:18][C:19]1([CH3:32])[CH2:24][N:23]([CH2:2][C:3]2[N:7]([C:8]3[CH:13]=[CH:12][CH:11]=[C:10]([C:14]([F:17])([F:16])[F:15])[CH:9]=3)[N:6]=[N:5][N:4]=2)[CH2:22][CH2:21][N:20]1[C:25]([O:27][C:28]([CH3:31])([CH3:30])[CH3:29])=[O:26]. (2) The product is: [O:16]=[C:17]([C:24]1[O:25][C:26]([C:29]2[CH:34]=[CH:33][CH:32]=[CH:31][N:30]=2)=[CH:27][N:28]=1)[CH2:18][CH2:19][CH2:20][CH2:21][C:22]#[C:23][C:4]1[CH:5]=[CH:6][CH:7]=[C:2]([Cl:1])[CH:3]=1. Given the reactants [Cl:1][C:2]1[CH:7]=[CH:6][CH:5]=[C:4](I)[CH:3]=1.CCN(CC)CC.[O:16]=[C:17]([C:24]1[O:25][C:26]([C:29]2[CH:34]=[CH:33][CH:32]=[CH:31][N:30]=2)=[CH:27][N:28]=1)[CH2:18][CH2:19][CH2:20][CH2:21][C:22]#[CH:23], predict the reaction product. (3) Given the reactants Br[C:2]1[C:3]([Cl:9])=[N:4][C:5]([CH3:8])=[CH:6][CH:7]=1.[O:10]1[CH2:13][C:12](=[O:14])[CH2:11]1, predict the reaction product. The product is: [Cl:9][C:3]1[C:2]([C:12]2([OH:14])[CH2:13][O:10][CH2:11]2)=[CH:7][CH:6]=[C:5]([CH3:8])[N:4]=1.